This data is from Experimental lipophilicity measurements (octanol/water distribution) for 4,200 compounds from AstraZeneca. The task is: Regression/Classification. Given a drug SMILES string, predict its absorption, distribution, metabolism, or excretion properties. Task type varies by dataset: regression for continuous measurements (e.g., permeability, clearance, half-life) or binary classification for categorical outcomes (e.g., BBB penetration, CYP inhibition). For this dataset (lipophilicity_astrazeneca), we predict Y. The compound is COC(=O)CCn1cc(-c2cc(NC3CC3)n3ncc(C#N)c3n2)c2cc(NC(C)=O)ccc21. The Y is 2.72 logD.